This data is from Peptide-MHC class II binding affinity with 134,281 pairs from IEDB. The task is: Regression. Given a peptide amino acid sequence and an MHC pseudo amino acid sequence, predict their binding affinity value. This is MHC class II binding data. (1) The peptide sequence is VLAPTRVVLSEMKEA. The MHC is DRB3_0301 with pseudo-sequence DRB3_0301. The binding affinity (normalized) is 0.770. (2) The peptide sequence is PSLIKTLQSRMSKNF. The MHC is DRB3_0101 with pseudo-sequence DRB3_0101. The binding affinity (normalized) is 0.0928. (3) The MHC is DRB1_0101 with pseudo-sequence DRB1_0101. The peptide sequence is QVYPRSWSAVMLTFD. The binding affinity (normalized) is 0.635. (4) The peptide sequence is KFDSQLAHRHMARELH. The MHC is HLA-DQA10501-DQB10301 with pseudo-sequence HLA-DQA10501-DQB10301. The binding affinity (normalized) is 0.675. (5) The peptide sequence is LVPFVQWFVGLSPTV. The MHC is DRB3_0101 with pseudo-sequence DRB3_0101. The binding affinity (normalized) is 0.315. (6) The peptide sequence is VPGNKKFVVNNLFFN. The MHC is DRB1_1101 with pseudo-sequence DRB1_1101. The binding affinity (normalized) is 0.515.